From a dataset of Aqueous solubility values for 9,982 compounds from the AqSolDB database. Regression/Classification. Given a drug SMILES string, predict its absorption, distribution, metabolism, or excretion properties. Task type varies by dataset: regression for continuous measurements (e.g., permeability, clearance, half-life) or binary classification for categorical outcomes (e.g., BBB penetration, CYP inhibition). For this dataset (solubility_aqsoldb), we predict Y. (1) The compound is CC(C)N(C(=O)SCC(Cl)=CCl)C(C)C. The Y is -4.08 log mol/L. (2) The molecule is C=CCC1(c2ccccc2)C(=O)NC(=O)NC1=O. The Y is -2.18 log mol/L. (3) The compound is CCOP(=S)(OCC)O/N=C(\C#N)c1ccccc1. The Y is -4.63 log mol/L. (4) The drug is O=[Ce]=O. The Y is -9.15 log mol/L.